This data is from Catalyst prediction with 721,799 reactions and 888 catalyst types from USPTO. The task is: Predict which catalyst facilitates the given reaction. (1) Reactant: [Si]([O:8][CH2:9][CH2:10][NH:11][C:12]1[CH:13]=[N:14][C:15]2[C:20]([CH:21]=1)=[CH:19][C:18]([S:22][C:23]1[N:27]3[CH:28]=[C:29]([C:32]4[CH:33]=[N:34][N:35]([CH3:37])[CH:36]=4)[CH:30]=[CH:31][C:26]3=[N:25][N:24]=1)=[CH:17][CH:16]=2)(C(C)(C)C)(C)C.CCCC[N+](CCCC)(CCCC)CCCC.[F-]. Product: [CH3:37][N:35]1[CH:36]=[C:32]([C:29]2[CH:30]=[CH:31][C:26]3[N:27]([C:23]([S:22][C:18]4[CH:19]=[C:20]5[C:15](=[CH:16][CH:17]=4)[N:14]=[CH:13][C:12]([NH:11][CH2:10][CH2:9][OH:8])=[CH:21]5)=[N:24][N:25]=3)[CH:28]=2)[CH:33]=[N:34]1. The catalyst class is: 1. (2) Product: [F:33][C:27]1[CH:28]=[C:29]([F:32])[CH:30]=[CH:31][C:26]=1[CH2:25][N:18]1[C:19]2=[N:20][CH:21]=[CH:22][CH:23]=[C:24]2[C:16]([C:4]2[N:5]=[CH:6][C:7]3[C:8]4([CH2:9][CH2:10]4)[C:11](=[O:12])[NH:1][C:2]=3[N:3]=2)=[N:17]1. The catalyst class is: 1. Reactant: [NH2:1][C:2]1[C:7]([C:8]2([C:11](OCC)=[O:12])[CH2:10][CH2:9]2)=[CH:6][N:5]=[C:4]([C:16]2[C:24]3[C:19](=[N:20][CH:21]=[CH:22][CH:23]=3)[N:18]([CH2:25][C:26]3[CH:31]=[CH:30][C:29]([F:32])=[CH:28][C:27]=3[F:33])[N:17]=2)[N:3]=1.CC(C)([O-])C.[K+].O.C(O)(=O)C. (3) Reactant: [C:1]([O:9][CH:10]([C:12]1[S:13][CH:14]=[CH:15][N:16]=1)[CH3:11])(=[O:8])[C:2]1[CH:7]=[CH:6][CH:5]=[CH:4][CH:3]=1.[Br:17][CH2:18][C:19]([C:21]1[CH:26]=[CH:25][CH:24]=[CH:23][CH:22]=1)=[O:20].C(#N)C. Product: [Br-:17].[O:20]=[C:19]([C:21]1[CH:26]=[CH:25][CH:24]=[CH:23][CH:22]=1)[CH2:18][N+:16]1[CH:15]=[CH:14][S:13][C:12]=1[CH:10]([O:9][C:1](=[O:8])[C:2]1[CH:3]=[CH:4][CH:5]=[CH:6][CH:7]=1)[CH3:11]. The catalyst class is: 4. (4) Reactant: [F:1][C:2]1[CH:24]=[CH:23][C:5]([CH2:6][O:7][C:8]2[CH:13]=[CH:12][C:11]([N:14]3[C:18](=[O:19])[CH2:17][C@@H:16]([C:20](O)=[O:21])[CH2:15]3)=[CH:10][CH:9]=2)=[CH:4][CH:3]=1.[CH2:25]([N:27](CC)CC)C.CN(C(ON1N=NC2C=CC=CC1=2)=[N+](C)C)C.F[P-](F)(F)(F)(F)F.Cl.CN. Product: [CH3:25][NH:27][C:20]([C@@H:16]1[CH2:17][C:18](=[O:19])[N:14]([C:11]2[CH:12]=[CH:13][C:8]([O:7][CH2:6][C:5]3[CH:23]=[CH:24][C:2]([F:1])=[CH:3][CH:4]=3)=[CH:9][CH:10]=2)[CH2:15]1)=[O:21]. The catalyst class is: 9. (5) Reactant: [OH:1][C@@H:2]1[CH2:7][O:6][C:4](=[O:5])[CH2:3]1.[C:8](Cl)([C:10]1[CH:15]=[CH:14][CH:13]=[CH:12][CH:11]=1)=[O:9]. Product: [C:8]([O:1][C@@H:2]1[CH2:7][O:6][C:4](=[O:5])[CH2:3]1)(=[O:9])[C:10]1[CH:15]=[CH:14][CH:13]=[CH:12][CH:11]=1. The catalyst class is: 17. (6) Reactant: C[O:2][C:3]([C:5]1[S:6][C:7]([C:31]2[CH:36]=[CH:35][CH:34]=[CH:33][CH:32]=2)=[CH:8][C:9]=1[N:10]([S:19]([C:22]1[CH:27]=[C:26]([CH3:28])[C:25]([Cl:29])=[CH:24][C:23]=1[CH3:30])(=[O:21])=[O:20])[CH2:11][C:12]1[CH:17]=[CH:16][CH:15]=[C:14]([I:18])[CH:13]=1)=[O:4].[Li+].[OH-]. Product: [Cl:29][C:25]1[C:26]([CH3:28])=[CH:27][C:22]([S:19]([N:10]([CH2:11][C:12]2[CH:17]=[CH:16][CH:15]=[C:14]([I:18])[CH:13]=2)[C:9]2[CH:8]=[C:7]([C:31]3[CH:32]=[CH:33][CH:34]=[CH:35][CH:36]=3)[S:6][C:5]=2[C:3]([OH:4])=[O:2])(=[O:20])=[O:21])=[C:23]([CH3:30])[CH:24]=1. The catalyst class is: 87. (7) Reactant: [CH3:1][C:2]([Si:5]([CH3:37])([CH3:36])[O:6][CH2:7][C@@H:8]([O:10][C:11]1[CH:12]=[C:13]([CH:25]=[C:26]([O:28]CC2C=CC=CC=2)[CH:27]=1)[C:14]([NH:16][C:17]1[CH:21]=[CH:20][N:19]([CH:22]([CH3:24])[CH3:23])[N:18]=1)=[O:15])[CH3:9])([CH3:4])[CH3:3]. Product: [CH3:1][C:2]([Si:5]([CH3:37])([CH3:36])[O:6][CH2:7][C@@H:8]([O:10][C:11]1[CH:12]=[C:13]([CH:25]=[C:26]([OH:28])[CH:27]=1)[C:14]([NH:16][C:17]1[CH:21]=[CH:20][N:19]([CH:22]([CH3:24])[CH3:23])[N:18]=1)=[O:15])[CH3:9])([CH3:4])[CH3:3]. The catalyst class is: 1.